Dataset: Reaction yield outcomes from USPTO patents with 853,638 reactions. Task: Predict the reaction yield, written as a fraction of the theoretical maximum amount of product (1.0 means a 100% yield; for example, 0.34 means a 34% yield). (1) The product is [C:1]([C:3]1[C:8](=[O:9])[N:7]([C:10]2[CH:15]=[CH:14][C:13]([CH3:16])=[C:12]([CH3:17])[CH:11]=2)[C:6]([C:18]2[CH:23]=[CH:22][C:21]([S:24][CH3:25])=[CH:20][CH:19]=2)=[N:5][C:4]=1[NH:29][CH3:28])#[N:2]. The reactants are [C:1]([C:3]1[C:8](=[O:9])[N:7]([C:10]2[CH:15]=[CH:14][C:13]([CH3:16])=[C:12]([CH3:17])[CH:11]=2)[C:6]([C:18]2[CH:23]=[CH:22][C:21]([S:24][CH3:25])=[CH:20][CH:19]=2)=[N:5][C:4]=1SC)#[N:2].[CH3:28][NH2:29]. The catalyst is C(O)C. The yield is 0.380. (2) The reactants are Cl.[CH3:2][C@@:3]([S:44]([CH3:47])(=[O:46])=[O:45])([CH2:14][CH2:15][N:16]1[CH:21]=[CH:20][C:19]([C:22]2[CH:27]=[CH:26][C:25]([O:28][CH2:29][C@H:30]3[CH2:35][CH2:34][C@@H:33]([O:36]C4CCCCO4)[CH2:32][CH2:31]3)=[CH:24][CH:23]=2)=[CH:18][C:17]1=[O:43])[C:4]([NH:6][O:7]C1CCCCO1)=[O:5]. The catalyst is O1CCOCC1. The product is [OH:7][NH:6][C:4](=[O:5])[C@:3]([CH3:2])([S:44]([CH3:47])(=[O:46])=[O:45])[CH2:14][CH2:15][N:16]1[CH:21]=[CH:20][C:19]([C:22]2[CH:27]=[CH:26][C:25]([O:28][CH2:29][C@H:30]3[CH2:31][CH2:32][C@@H:33]([OH:36])[CH2:34][CH2:35]3)=[CH:24][CH:23]=2)=[CH:18][C:17]1=[O:43]. The yield is 0.900. (3) The reactants are [Li+].CC([N-]C(C)C)C.[F:9][C:10]1[CH:15]=[C:14]([I:16])[CH:13]=[CH:12][C:11]=1[NH2:17].Cl[C:19]1[C:27]([C:28]([OH:30])=[O:29])=[C:26]2[N:22]([CH2:23][CH2:24][CH2:25]2)[C:21](=[O:31])[C:20]=1[CH3:32].CO. The catalyst is C1COCC1.C(Cl)Cl. The product is [F:9][C:10]1[CH:15]=[C:14]([I:16])[CH:13]=[CH:12][C:11]=1[NH:17][C:19]1[C:27]([C:28]([OH:30])=[O:29])=[C:26]2[N:22]([CH2:23][CH2:24][CH2:25]2)[C:21](=[O:31])[C:20]=1[CH3:32]. The yield is 0.410. (4) The reactants are [H-].[Na+].[OH:3][C:4]1[CH:11]=[CH:10][C:7]([CH:8]=[O:9])=[CH:6][CH:5]=1.CC1C=CC(S(O[CH2:23][C:24]([F:27])([F:26])[F:25])(=O)=O)=CC=1.O. The catalyst is CN(C=O)C.C(OCC)(=O)C. The product is [F:25][C:24]([F:27])([F:26])[CH2:23][O:3][C:4]1[CH:11]=[CH:10][C:7]([CH:8]=[O:9])=[CH:6][CH:5]=1. The yield is 0.420. (5) The catalyst is CC#N. The yield is 0.620. The reactants are C([CH:3]1[C:12]2[C:11]([C:13]([N:15]([O:17][CH3:18])[CH3:16])=[O:14])=[N:10][N:9]([CH3:19])[C:8]=2[C:7](=O)/[C:6](=[CH:21]/N(C)C)/[CH2:5][CH2:4]1)C.S(O)(O)(=O)=O.[CH3:30][O:31][C:32](=[NH:34])[NH2:33].C([O-])([O-])=O.[K+].[K+]. The product is [CH3:18][O:17][N:15]([CH3:16])[C:13]([C:11]1[C:12]2[CH2:3][CH2:4][CH2:5][C:6]3[C:7](=[N:34][C:32]([O:31][CH3:30])=[N:33][CH:21]=3)[C:8]=2[N:9]([CH3:19])[N:10]=1)=[O:14]. (6) The reactants are [O:1]1[CH:5]=[CH:4][CH:3]=[C:2]1[C:6](=O)/[CH:7]=[CH:8]/[C:9]1[O:10][CH:11]=[CH:12][CH:13]=1.C1(C=CC(C2C=CC=CC=2)=O)C=CC=CC=1.[C:31]([CH2:33][C:34]([NH2:36])=[S:35])#[N:32]. No catalyst specified. The product is [O:1]1[CH:5]=[CH:4][CH:3]=[C:2]1[C:6]1[CH:7]=[C:8]([C:9]2[O:10][CH:11]=[CH:12][CH:13]=2)[NH:36][C:34](=[S:35])[C:33]=1[C:31]#[N:32]. The yield is 0.290.